This data is from NCI-60 drug combinations with 297,098 pairs across 59 cell lines. The task is: Regression. Given two drug SMILES strings and cell line genomic features, predict the synergy score measuring deviation from expected non-interaction effect. (1) Drug 1: C1=NC2=C(N=C(N=C2N1C3C(C(C(O3)CO)O)O)F)N. Drug 2: C1CC(=O)NC(=O)C1N2C(=O)C3=CC=CC=C3C2=O. Cell line: SR. Synergy scores: CSS=-4.44, Synergy_ZIP=-0.924, Synergy_Bliss=-8.11, Synergy_Loewe=-2.91, Synergy_HSA=-9.09. (2) Drug 2: CN(CCCl)CCCl.Cl. Drug 1: C1CC(=O)NC(=O)C1N2CC3=C(C2=O)C=CC=C3N. Cell line: OVCAR-4. Synergy scores: CSS=0.319, Synergy_ZIP=-0.297, Synergy_Bliss=0.776, Synergy_Loewe=-2.75, Synergy_HSA=-1.52. (3) Drug 1: C1=CC(=C2C(=C1NCCNCCO)C(=O)C3=C(C=CC(=C3C2=O)O)O)NCCNCCO. Drug 2: C1=NNC2=C1C(=O)NC=N2. Cell line: COLO 205. Synergy scores: CSS=51.0, Synergy_ZIP=10.2, Synergy_Bliss=8.80, Synergy_Loewe=-23.5, Synergy_HSA=5.97. (4) Drug 1: C1CN1P(=S)(N2CC2)N3CC3. Drug 2: C1CN1C2=NC(=NC(=N2)N3CC3)N4CC4. Cell line: RXF 393. Synergy scores: CSS=12.6, Synergy_ZIP=-1.42, Synergy_Bliss=0.606, Synergy_Loewe=-21.6, Synergy_HSA=-0.0923. (5) Drug 1: CC1=C(C(CCC1)(C)C)C=CC(=CC=CC(=CC(=O)O)C)C. Drug 2: CCN(CC)CCCC(C)NC1=C2C=C(C=CC2=NC3=C1C=CC(=C3)Cl)OC. Cell line: MCF7. Synergy scores: CSS=14.4, Synergy_ZIP=-9.57, Synergy_Bliss=-5.19, Synergy_Loewe=-5.35, Synergy_HSA=-2.99. (6) Drug 1: CC1=C(N=C(N=C1N)C(CC(=O)N)NCC(C(=O)N)N)C(=O)NC(C(C2=CN=CN2)OC3C(C(C(C(O3)CO)O)O)OC4C(C(C(C(O4)CO)O)OC(=O)N)O)C(=O)NC(C)C(C(C)C(=O)NC(C(C)O)C(=O)NCCC5=NC(=CS5)C6=NC(=CS6)C(=O)NCCC[S+](C)C)O. Drug 2: CC12CCC3C(C1CCC2O)C(CC4=C3C=CC(=C4)O)CCCCCCCCCS(=O)CCCC(C(F)(F)F)(F)F. Cell line: EKVX. Synergy scores: CSS=4.06, Synergy_ZIP=-3.55, Synergy_Bliss=-4.24, Synergy_Loewe=-4.61, Synergy_HSA=-3.44.